This data is from Reaction yield outcomes from USPTO patents with 853,638 reactions. The task is: Predict the reaction yield, written as a fraction of the theoretical maximum amount of product (1.0 means a 100% yield; for example, 0.34 means a 34% yield). The reactants are [OH:1][N:2]=[C:3](Cl)[C:4]1[CH:9]=[CH:8][CH:7]=[C:6]([C:10]([F:13])([F:12])[F:11])[CH:5]=1.[C:15]([O:19][CH3:20])(=[O:18])[CH:16]=[CH2:17]. The catalyst is C(Cl)Cl. The product is [F:11][C:10]([F:13])([F:12])[C:6]1[CH:5]=[C:4]([C:3]2[CH2:17][CH:16]([C:15]([O:19][CH3:20])=[O:18])[O:1][N:2]=2)[CH:9]=[CH:8][CH:7]=1. The yield is 1.00.